From a dataset of Forward reaction prediction with 1.9M reactions from USPTO patents (1976-2016). Predict the product of the given reaction. (1) Given the reactants [Cl:1][C:2]1[CH:7]=[C:6]([CH2:8][CH2:9][CH2:10][OH:11])[C:5]([C:12]#[N:13])=[CH:4][C:3]=1[NH:14][C:15]1[N:20]=[C:19]([N:21]([CH:31]2[CH2:33][CH2:32]2)CC2C=CC(OC)=CC=2)[C:18]2=[N:34][CH:35]=[C:36]([C:37]#[N:38])[N:17]2[N:16]=1.C1(OC)C=CC=CC=1.C(O)(C(F)(F)F)=O, predict the reaction product. The product is: [Cl:1][C:2]1[CH:7]=[C:6]([CH2:8][CH2:9][CH2:10][OH:11])[C:5]([C:12]#[N:13])=[CH:4][C:3]=1[NH:14][C:15]1[N:20]=[C:19]([NH:21][CH:31]2[CH2:33][CH2:32]2)[C:18]2=[N:34][CH:35]=[C:36]([C:37]#[N:38])[N:17]2[N:16]=1. (2) Given the reactants [NH2:1][C:2]1[C:7]([Cl:8])=[C:6]([O:9][CH3:10])[CH:5]=[CH:4][C:3]=1[C:11](=[O:13])[CH3:12].[CH:14]([C:17]1[N:18]=[C:19]([C:22](Cl)=[O:23])[S:20][CH:21]=1)([CH3:16])[CH3:15].C(C1C=CC(OC)=CC=1NC(C1SC=C(C(C)C)N=1)=O)(=O)C, predict the reaction product. The product is: [C:11]([C:3]1[C:2]([NH:1][C:22]([C:19]2[S:20][CH:21]=[C:17]([CH:14]([CH3:16])[CH3:15])[N:18]=2)=[O:23])=[C:7]([Cl:8])[C:6]([O:9][CH3:10])=[CH:5][CH:4]=1)(=[O:13])[CH3:12]. (3) The product is: [CH2:1]([O:3][C:4]([C:6]1[C:7]([CH3:18])=[C:8]2[C:13]([NH:32][CH:26]3[CH2:31][CH2:30][CH2:29][CH2:28][CH2:27]3)=[C:12]([C:15]#[N:16])[CH:11]=[N:10][N:9]2[CH:17]=1)=[O:5])[CH3:2]. Given the reactants [CH2:1]([O:3][C:4]([C:6]1[C:7]([CH3:18])=[C:8]2[C:13](Cl)=[C:12]([C:15]#[N:16])[CH:11]=[N:10][N:9]2[CH:17]=1)=[O:5])[CH3:2].CCN(CC)CC.[CH:26]1([NH2:32])[CH2:31][CH2:30][CH2:29][CH2:28][CH2:27]1.ClCCl, predict the reaction product. (4) The product is: [CH3:1][O:2][C:3]1[CH:4]=[C:5]2[C:10](=[CH:11][C:12]=1[O:13][CH3:14])[N:9]=[CH:8][N:7]=[C:6]2[O:15][C:16]1[CH:22]=[CH:21][C:19]([NH:20][C:38](=[O:40])[O:57][CH:55]([C:54]2[CH:58]=[CH:59][C:51]([O:50][CH3:49])=[CH:52][CH:53]=2)[CH3:56])=[CH:18][CH:17]=1. Given the reactants [CH3:1][O:2][C:3]1[CH:4]=[C:5]2[C:10](=[CH:11][C:12]=1[O:13][CH3:14])[N:9]=[CH:8][N:7]=[C:6]2[O:15][C:16]1[CH:22]=[CH:21][C:19]([NH2:20])=[CH:18][CH:17]=1.C1(C)C=CC=CC=1.C(N(CC)CC)C.Cl[C:38](Cl)([O:40]C(=O)OC(Cl)(Cl)Cl)Cl.[CH3:49][O:50][C:51]1[CH:59]=[CH:58][C:54]([CH:55]([OH:57])[CH3:56])=[CH:53][CH:52]=1, predict the reaction product. (5) Given the reactants C([O:8][C:9]1[C:14](=[O:15])[C:13]2[C:16]([OH:31])=[C:17]([CH2:26][CH:27]=[C:28]([CH3:30])[CH3:29])[C:18]([OH:25])=[C:19]([CH2:20][CH:21]=[C:22]([CH3:24])[CH3:23])[C:12]=2[O:11][C:10]=1[C:32]1[CH:37]=[CH:36][C:35]([Cl:38])=[C:34]([F:39])[CH:33]=1)C1C=CC=CC=1, predict the reaction product. The product is: [F:39][C:34]1[CH:33]=[C:32]([C:10]2[O:11][C:12]3[C:19]([CH2:20][CH:21]=[C:22]([CH3:24])[CH3:23])=[C:18]([OH:25])[C:17]([CH2:26][CH:27]=[C:28]([CH3:30])[CH3:29])=[C:16]([OH:31])[C:13]=3[C:14](=[O:15])[C:9]=2[OH:8])[CH:37]=[CH:36][C:35]=1[Cl:38]. (6) Given the reactants [CH3:1][P:2]([C:5]1[N:6]=[C:7]([O:12][CH3:13])[C:8]([NH2:11])=[N:9][CH:10]=1)([CH3:4])=[O:3].ClC1N=C(Cl)C(Cl)=CN=1.Cl[C:24]1[N:29]=[C:28]([NH:30]C2C(OC)=NC(P(C)(C)=O)=CN=2)[C:27]([Cl:43])=[CH:26][N:25]=1.[N:44]1([CH:50]2[CH2:55][CH2:54][N:53]([C:56]3[S:60][C:59](N)=[N:58][N:57]=3)[CH2:52][CH2:51]2)[CH2:49][CH2:48][CH2:47][CH2:46][CH2:45]1, predict the reaction product. The product is: [N:44]1([CH:50]2[CH2:55][CH2:54][N:53]([C:56]3[S:60][C:59]([N:11]([C:8]4[C:7]([O:12][CH3:13])=[N:6][C:5]([P:2]([CH3:1])([CH3:4])=[O:3])=[CH:10][N:9]=4)[C:24]4[N:29]=[C:28]([NH2:30])[C:27]([Cl:43])=[CH:26][N:25]=4)=[N:58][N:57]=3)[CH2:52][CH2:51]2)[CH2:49][CH2:48][CH2:47][CH2:46][CH2:45]1. (7) Given the reactants C([Li])CCC.CCCCCC.Br[C:13]1[CH:18]=[C:17]([C:19]([CH3:22])([CH3:21])[CH3:20])[CH:16]=[CH:15][C:14]=1[O:23][CH3:24].[B:25](OC(C)C)([O:30]C(C)C)[O:26]C(C)C, predict the reaction product. The product is: [C:19]([C:17]1[CH:16]=[CH:15][C:14]([O:23][CH3:24])=[C:13]([B:25]([OH:30])[OH:26])[CH:18]=1)([CH3:22])([CH3:21])[CH3:20].